This data is from Forward reaction prediction with 1.9M reactions from USPTO patents (1976-2016). The task is: Predict the product of the given reaction. (1) Given the reactants [CH2:1]([O:8][C:9]1[CH:10]=[C:11]([CH:25]=[CH:26][C:27]=1[N+:28]([O-:30])=[O:29])[CH2:12][CH:13]1[C:22]2[C:17](=[CH:18][CH:19]=[CH:20][CH:21]=2)[CH2:16][CH2:15][C:14]1=[N:23]O)[C:2]1[CH:7]=[CH:6][CH:5]=[CH:4][CH:3]=1.P(Cl)(Cl)(Cl)(Cl)Cl.[OH2:37], predict the reaction product. The product is: [CH2:1]([O:8][C:9]1[CH:10]=[C:11]([CH:25]=[CH:26][C:27]=1[N+:28]([O-:30])=[O:29])[CH2:12][CH:13]1[C:22]2[CH:21]=[CH:20][CH:19]=[CH:18][C:17]=2[CH2:16][CH2:15][C:14](=[O:37])[NH:23]1)[C:2]1[CH:7]=[CH:6][CH:5]=[CH:4][CH:3]=1. (2) Given the reactants Cl[C:2]1[C:11]2[C:6](=[CH:7][N:8]=[C:9]([F:12])[CH:10]=2)[N:5]=[CH:4][C:3]=1[C:13]#[N:14].[Cl:15][C:16]1[CH:22]=[CH:21][C:19]([NH2:20])=[C:18]([F:23])[CH:17]=1.C(=O)(O)[O-].[Na+], predict the reaction product. The product is: [Cl:15][C:16]1[CH:22]=[CH:21][C:19]([NH:20][C:2]2[C:11]3[C:6](=[CH:7][N:8]=[C:9]([F:12])[CH:10]=3)[N:5]=[CH:4][C:3]=2[C:13]#[N:14])=[C:18]([F:23])[CH:17]=1. (3) Given the reactants Br[C:2]1[S:3][C:4]([CH:16]([CH3:18])[CH3:17])=[C:5]([CH2:7][O:8][Si:9]([C:12]([CH3:15])([CH3:14])[CH3:13])([CH3:11])[CH3:10])[N:6]=1.[CH3:19][N:20]([CH3:32])[C:21]([C:23]1[CH:28]=[CH:27][C:26](B(O)O)=[CH:25][CH:24]=1)=[O:22].C(Cl)Cl.C([O-])([O-])=O.[Na+].[Na+], predict the reaction product. The product is: [Si:9]([O:8][CH2:7][C:5]1[N:6]=[C:2]([C:26]2[CH:27]=[CH:28][C:23]([C:21]([N:20]([CH3:32])[CH3:19])=[O:22])=[CH:24][CH:25]=2)[S:3][C:4]=1[CH:16]([CH3:18])[CH3:17])([C:12]([CH3:15])([CH3:14])[CH3:13])([CH3:11])[CH3:10]. (4) Given the reactants [CH:1]1([C:7]2[CH:20]=[CH:19][C:10]([O:11][CH2:12][C@H:13]3[O:17][C:16]([NH2:18])=[N:15][CH2:14]3)=[CH:9][CH:8]=2)[CH2:6][CH2:5][CH2:4][CH2:3][CH2:2]1.C([O:23][C:24](=O)[C:25]#[C:26][CH2:27][F:28])C, predict the reaction product. The product is: [CH:1]1([C:7]2[CH:20]=[CH:19][C:10]([O:11][CH2:12][C@H:13]3[O:17][C:16]4=[N:18][C:24](=[O:23])[CH:25]=[C:26]([CH2:27][F:28])[N:15]4[CH2:14]3)=[CH:9][CH:8]=2)[CH2:2][CH2:3][CH2:4][CH2:5][CH2:6]1. (5) Given the reactants [CH2:1]=[O:2].[Cl-].[Mg+2].[Cl-].[Cl:6][C:7]1[CH:12]=[CH:11][C:10]([CH3:13])=[CH:9][C:8]=1[OH:14].Cl, predict the reaction product. The product is: [Cl:6][C:7]1[C:8]([OH:14])=[C:9]([C:10]([CH3:13])=[CH:11][CH:12]=1)[CH:1]=[O:2]. (6) Given the reactants [Br:1][C:2]1[CH:21]=[CH:20][C:5]([C:6]([CH:8]2[CH2:13][CH2:12][N:11](C(=O)C(F)(F)F)[CH2:10][CH2:9]2)=[O:7])=[CH:4][CH:3]=1.O.C([O-])([O-])=O.[K+].[K+], predict the reaction product. The product is: [Br:1][C:2]1[CH:21]=[CH:20][C:5]([C:6]([CH:8]2[CH2:13][CH2:12][NH:11][CH2:10][CH2:9]2)=[O:7])=[CH:4][CH:3]=1.